This data is from Catalyst prediction with 721,799 reactions and 888 catalyst types from USPTO. The task is: Predict which catalyst facilitates the given reaction. (1) Reactant: OC[C@@H:3]1[CH2:5][C@@H:4]1[CH:6]1[CH2:11][CH2:10][N:9]([C:12]([O:14][C:15]([CH3:18])([CH3:17])[CH3:16])=[O:13])[CH2:8][CH2:7]1.C[Si]([N-][Si](C)(C)C)(C)C.[Na+].[Br:29][C:30]1[CH:31]=[CH:32][C:33]([CH2:36]Br)=[N:34][CH:35]=1.[OH2:38]. Product: [Br:29][C:30]1[CH:31]=[CH:32][C:33]([CH2:36][O:38][C@@H:3]2[CH2:5][C@@H:4]2[CH:6]2[CH2:7][CH2:8][N:9]([C:12]([O:14][C:15]([CH3:16])([CH3:17])[CH3:18])=[O:13])[CH2:10][CH2:11]2)=[N:34][CH:35]=1. The catalyst class is: 1. (2) Reactant: [F:1][C:2]1[CH:18]=[CH:17][CH:16]=[CH:15][C:3]=1[CH2:4][N:5]1[C:9]2=[N:10][CH:11]=[CH:12][CH:13]=[C:8]2[C:7]([OH:14])=[N:6]1.Cl[C:20]1[CH:25]=[CH:24][C:23]([N+:26]([O-:28])=[O:27])=[CH:22][N:21]=1.C([O-])([O-])=O.[K+].[K+].O. Product: [F:1][C:2]1[CH:18]=[CH:17][CH:16]=[CH:15][C:3]=1[CH2:4][N:5]1[C:9]2=[N:10][CH:11]=[CH:12][CH:13]=[C:8]2[C:7]([O:14][C:20]2[CH:25]=[CH:24][C:23]([N+:26]([O-:28])=[O:27])=[CH:22][N:21]=2)=[N:6]1. The catalyst class is: 122.